Dataset: Full USPTO retrosynthesis dataset with 1.9M reactions from patents (1976-2016). Task: Predict the reactants needed to synthesize the given product. Given the product [C:26]([OH:30])(=[O:28])[CH3:27].[CH3:16][C:15]1([CH3:26])[NH:14][C:13]([N:17]([CH2:18][C:19]2[CH:24]=[CH:23][CH:22]=[CH:21][CH:20]=2)[CH2:34][CH3:35])=[N:12][C:11]([NH:10][CH2:2][CH2:3][CH2:4][CH2:5][CH2:6][CH2:7][CH2:8][CH3:9])=[N:25]1, predict the reactants needed to synthesize it. The reactants are: Cl.[CH2:2]([NH:10][C:11](=[NH:25])[NH:12][C:13](=[N:17][CH2:18][C:19]1[CH:24]=[CH:23][CH:22]=[CH:21][CH:20]=1)[NH:14][CH2:15][CH3:16])[CH2:3][CH2:4][CH2:5][CH2:6][CH2:7][CH2:8][CH3:9].[CH2:26]([OH:28])[CH3:27].S(=O)(=O)(O)[OH:30].[CH3:34][C:35](C)=O.